The task is: Regression. Given a peptide amino acid sequence and an MHC pseudo amino acid sequence, predict their binding affinity value. This is MHC class II binding data.. This data is from Peptide-MHC class II binding affinity with 134,281 pairs from IEDB. (1) The peptide sequence is ARVTVKDVTFRNITG. The MHC is DRB1_0701 with pseudo-sequence DRB1_0701. The binding affinity (normalized) is 0.420. (2) The peptide sequence is SQLELRWKSRHIKER. The MHC is H-2-IAb with pseudo-sequence H-2-IAb. The binding affinity (normalized) is 0. (3) The peptide sequence is VPEKYTIGATYAPEE. The MHC is HLA-DQA10301-DQB10302 with pseudo-sequence HLA-DQA10301-DQB10302. The binding affinity (normalized) is 0.553. (4) The peptide sequence is HAYYLQYKNVRPDYL. The MHC is HLA-DPA10301-DPB10402 with pseudo-sequence HLA-DPA10301-DPB10402. The binding affinity (normalized) is 0.506. (5) The peptide sequence is DVPDYASLRSLVASS. The MHC is DRB1_1302 with pseudo-sequence DRB1_1302. The binding affinity (normalized) is 0.216. (6) The peptide sequence is IVALIIAIVVWTIV. The MHC is DRB5_0101 with pseudo-sequence DRB5_0101. The binding affinity (normalized) is 0.307. (7) The peptide sequence is PEVKYTVFETALKKAITAMS. The MHC is DRB1_0901 with pseudo-sequence DRB1_0901. The binding affinity (normalized) is 0.454.